Dataset: Catalyst prediction with 721,799 reactions and 888 catalyst types from USPTO. Task: Predict which catalyst facilitates the given reaction. Reactant: Cl[C:2]1[CH:25]=[N:24][C:5]2=[N:6][C:7]([C:17]3[CH:22]=[CH:21][C:20]([CH3:23])=[CH:19][CH:18]=3)=[C:8]([C:10]3[CH:15]=[CH:14][C:13]([CH3:16])=[CH:12][CH:11]=3)[N:9]=[C:4]2[CH:3]=1.[Na].[CH3:27][OH:28]. Product: [CH3:27][O:28][C:2]1[CH:25]=[N:24][C:5]2=[N:6][C:7]([C:17]3[CH:22]=[CH:21][C:20]([CH3:23])=[CH:19][CH:18]=3)=[C:8]([C:10]3[CH:15]=[CH:14][C:13]([CH3:16])=[CH:12][CH:11]=3)[N:9]=[C:4]2[CH:3]=1. The catalyst class is: 2.